From a dataset of NCI-60 drug combinations with 297,098 pairs across 59 cell lines. Regression. Given two drug SMILES strings and cell line genomic features, predict the synergy score measuring deviation from expected non-interaction effect. Drug 1: C1=CN(C=N1)CC(O)(P(=O)(O)O)P(=O)(O)O. Drug 2: CN(C(=O)NC(C=O)C(C(C(CO)O)O)O)N=O. Cell line: HCC-2998. Synergy scores: CSS=8.26, Synergy_ZIP=-1.77, Synergy_Bliss=-4.39, Synergy_Loewe=2.87, Synergy_HSA=-7.13.